This data is from NCI-60 drug combinations with 297,098 pairs across 59 cell lines. The task is: Regression. Given two drug SMILES strings and cell line genomic features, predict the synergy score measuring deviation from expected non-interaction effect. (1) Drug 1: CC1=C2C(C(=O)C3(C(CC4C(C3C(C(C2(C)C)(CC1OC(=O)C(C(C5=CC=CC=C5)NC(=O)OC(C)(C)C)O)O)OC(=O)C6=CC=CC=C6)(CO4)OC(=O)C)OC)C)OC. Drug 2: N.N.Cl[Pt+2]Cl. Cell line: OVCAR-4. Synergy scores: CSS=31.4, Synergy_ZIP=3.11, Synergy_Bliss=0.927, Synergy_Loewe=-43.4, Synergy_HSA=1.56. (2) Drug 1: CC1=C(C=C(C=C1)NC2=NC=CC(=N2)N(C)C3=CC4=NN(C(=C4C=C3)C)C)S(=O)(=O)N.Cl. Drug 2: C1C(C(OC1N2C=NC3=C(N=C(N=C32)Cl)N)CO)O. Cell line: COLO 205. Synergy scores: CSS=11.2, Synergy_ZIP=0.0129, Synergy_Bliss=1.16, Synergy_Loewe=-30.5, Synergy_HSA=-5.74. (3) Drug 1: C1=NC2=C(N1)C(=S)N=CN2. Drug 2: CC1CCCC2(C(O2)CC(NC(=O)CC(C(C(=O)C(C1O)C)(C)C)O)C(=CC3=CSC(=N3)C)C)C. Cell line: UACC-257. Synergy scores: CSS=40.7, Synergy_ZIP=-4.53, Synergy_Bliss=-1.95, Synergy_Loewe=2.21, Synergy_HSA=3.14. (4) Drug 1: CC1=CC=C(C=C1)C2=CC(=NN2C3=CC=C(C=C3)S(=O)(=O)N)C(F)(F)F. Drug 2: CCN(CC)CCNC(=O)C1=C(NC(=C1C)C=C2C3=C(C=CC(=C3)F)NC2=O)C. Cell line: BT-549. Synergy scores: CSS=-4.16, Synergy_ZIP=2.36, Synergy_Bliss=0.601, Synergy_Loewe=-3.36, Synergy_HSA=-3.68. (5) Drug 1: COC1=NC(=NC2=C1N=CN2C3C(C(C(O3)CO)O)O)N. Drug 2: CS(=O)(=O)CCNCC1=CC=C(O1)C2=CC3=C(C=C2)N=CN=C3NC4=CC(=C(C=C4)OCC5=CC(=CC=C5)F)Cl. Cell line: UACC62. Synergy scores: CSS=-3.59, Synergy_ZIP=1.36, Synergy_Bliss=0.741, Synergy_Loewe=-5.42, Synergy_HSA=-4.07. (6) Synergy scores: CSS=16.9, Synergy_ZIP=-2.49, Synergy_Bliss=2.76, Synergy_Loewe=-1.59, Synergy_HSA=0.782. Drug 2: CC(C)NC(=O)C1=CC=C(C=C1)CNNC.Cl. Cell line: MDA-MB-231. Drug 1: CC1CCC2CC(C(=CC=CC=CC(CC(C(=O)C(C(C(=CC(C(=O)CC(OC(=O)C3CCCCN3C(=O)C(=O)C1(O2)O)C(C)CC4CCC(C(C4)OC)O)C)C)O)OC)C)C)C)OC. (7) Drug 1: CC1=C(C(CCC1)(C)C)C=CC(=CC=CC(=CC(=O)O)C)C. Drug 2: CN1C(=O)N2C=NC(=C2N=N1)C(=O)N. Cell line: T-47D. Synergy scores: CSS=8.52, Synergy_ZIP=0.869, Synergy_Bliss=6.86, Synergy_Loewe=-8.43, Synergy_HSA=-5.10. (8) Drug 1: CC1C(C(CC(O1)OC2CC(OC(C2O)C)OC3=CC4=CC5=C(C(=O)C(C(C5)C(C(=O)C(C(C)O)O)OC)OC6CC(C(C(O6)C)O)OC7CC(C(C(O7)C)O)OC8CC(C(C(O8)C)O)(C)O)C(=C4C(=C3C)O)O)O)O. Drug 2: CC1CCC2CC(C(=CC=CC=CC(CC(C(=O)C(C(C(=CC(C(=O)CC(OC(=O)C3CCCCN3C(=O)C(=O)C1(O2)O)C(C)CC4CCC(C(C4)OC)O)C)C)O)OC)C)C)C)OC. Cell line: NCIH23. Synergy scores: CSS=45.8, Synergy_ZIP=1.71, Synergy_Bliss=8.28, Synergy_Loewe=-5.62, Synergy_HSA=-0.483.